This data is from Forward reaction prediction with 1.9M reactions from USPTO patents (1976-2016). The task is: Predict the product of the given reaction. (1) Given the reactants [NH:1]([C:3](=[O:25])[CH:4]([NH:16][C:17](=[O:24])[C:18]1[CH:23]=[CH:22][CH:21]=[CH:20][CH:19]=1)[C:5]1[C:14]2[C:9](=[CH:10][CH:11]=[CH:12][CH:13]=2)[C:8](=[O:15])[NH:7][N:6]=1)[NH2:2].[CH3:26][C:27]([C:29]1[CH:34]=[CH:33][C:32]([Br:35])=[CH:31][CH:30]=1)=O.C(O)(=O)C, predict the reaction product. The product is: [Br:35][C:32]1[CH:33]=[CH:34][C:29](/[C:27](=[N:2]/[NH:1][C:3](=[O:25])[CH:4]([NH:16][C:17](=[O:24])[C:18]2[CH:23]=[CH:22][CH:21]=[CH:20][CH:19]=2)[C:5]2[C:14]3[C:9](=[CH:10][CH:11]=[CH:12][CH:13]=3)[C:8](=[O:15])[NH:7][N:6]=2)/[CH3:26])=[CH:30][CH:31]=1. (2) Given the reactants FC(F)(F)C(O)=O.[Cl:8][C:9]1[CH:14]=[C:13]2[NH:15][C:16](=[O:38])[C@:17]3([C@@H:21]([C:22]4[CH:27]=[CH:26][CH:25]=[C:24]([Cl:28])[C:23]=4[F:29])[C@H:20]([C:30]([OH:32])=O)[NH:19][C@H:18]3[CH2:33][C:34]([CH3:37])([CH3:36])[CH3:35])[C:12]2=[CH:11][CH:10]=1.C(N(C(C)C)CC)(C)C.C1(P(Cl)(C2C=CC=CC=2)=O)C=CC=CC=1.[NH2:63][C:64]1[CH:69]=[CH:68][CH:67]=[CH:66][CH:65]=1, predict the reaction product. The product is: [C:64]1([NH:63][C:30]([C@@H:20]2[NH:19][C@@H:18]([CH2:33][C:34]([CH3:35])([CH3:36])[CH3:37])[C@:17]3([C:12]4[C:13](=[CH:14][C:9]([Cl:8])=[CH:10][CH:11]=4)[NH:15][C:16]3=[O:38])[C@H:21]2[C:22]2[CH:27]=[CH:26][CH:25]=[C:24]([Cl:28])[C:23]=2[F:29])=[O:32])[CH:69]=[CH:68][CH:67]=[CH:66][CH:65]=1. (3) Given the reactants [Cl:1][C:2]1[C:11]2[C:6](=[CH:7][CH:8]=[C:9]([S:12](Cl)(=[O:14])=[O:13])[CH:10]=2)[C:5]([Cl:16])=[CH:4][N:3]=1.[C:17]([O:21][C:22](=[O:26])[C@H:23]([CH3:25])[NH2:24])([CH3:20])([CH3:19])[CH3:18].CCN(CC)CC, predict the reaction product. The product is: [C:17]([O:21][C:22](=[O:26])[C@H:23]([CH3:25])[NH:24][S:12]([C:9]1[CH:10]=[C:11]2[C:6]([C:5]([Cl:16])=[CH:4][N:3]=[C:2]2[Cl:1])=[CH:7][CH:8]=1)(=[O:14])=[O:13])([CH3:20])([CH3:19])[CH3:18].